The task is: Regression. Given two drug SMILES strings and cell line genomic features, predict the synergy score measuring deviation from expected non-interaction effect.. This data is from NCI-60 drug combinations with 297,098 pairs across 59 cell lines. (1) Drug 1: CCC(=C(C1=CC=CC=C1)C2=CC=C(C=C2)OCCN(C)C)C3=CC=CC=C3.C(C(=O)O)C(CC(=O)O)(C(=O)O)O. Drug 2: CS(=O)(=O)OCCCCOS(=O)(=O)C. Cell line: NCI-H460. Synergy scores: CSS=5.50, Synergy_ZIP=-4.62, Synergy_Bliss=0.0730, Synergy_Loewe=-1.09, Synergy_HSA=-1.16. (2) Drug 1: CNC(=O)C1=CC=CC=C1SC2=CC3=C(C=C2)C(=NN3)C=CC4=CC=CC=N4. Drug 2: CCCCC(=O)OCC(=O)C1(CC(C2=C(C1)C(=C3C(=C2O)C(=O)C4=C(C3=O)C=CC=C4OC)O)OC5CC(C(C(O5)C)O)NC(=O)C(F)(F)F)O. Cell line: MALME-3M. Synergy scores: CSS=5.44, Synergy_ZIP=1.49, Synergy_Bliss=5.83, Synergy_Loewe=4.95, Synergy_HSA=4.33.